Dataset: Full USPTO retrosynthesis dataset with 1.9M reactions from patents (1976-2016). Task: Predict the reactants needed to synthesize the given product. (1) Given the product [C:1]([NH:4][C:5]1[CH:6]=[CH:7][C:8]([C:9]([NH:25][C:26]2[S:30][C:29]([NH:31][C:32]3[CH:41]=[CH:40][C:39]4[C:34](=[CH:35][CH:36]=[CH:37][CH:38]=4)[CH:33]=3)=[N:28][C:27]=2[C:42]([NH2:44])=[O:43])=[O:11])=[CH:12][CH:13]=1)(=[O:3])[CH3:2], predict the reactants needed to synthesize it. The reactants are: [C:1]([NH:4][C:5]1[CH:13]=[CH:12][C:8]([C:9]([OH:11])=O)=[CH:7][CH:6]=1)(=[O:3])[CH3:2].CN(C=O)C.C(Cl)(=O)C(Cl)=O.[NH2:25][C:26]1[S:30][C:29]([NH:31][C:32]2[CH:41]=[CH:40][C:39]3[C:34](=[CH:35][CH:36]=[CH:37][CH:38]=3)[CH:33]=2)=[N:28][C:27]=1[C:42]([NH2:44])=[O:43]. (2) Given the product [CH3:10][CH2:11][CH:12]([N:14]1[N:19]=[CH:18][N:17]([C:20]2[CH:25]=[CH:24][C:23]([N:26]3[CH2:31][CH2:30][N:29]([C:32]4[CH:37]=[CH:36][C:35]([O:38][CH2:39][C@@H:40]5[O:44][C@:43]([C:51]6[CH:56]=[CH:55][C:54]([Cl:57])=[CH:53][C:52]=6[Cl:58])([CH2:45][N:46]6[N:50]=[CH:49][N:48]=[CH:47]6)[O:42][CH2:41]5)=[CH:34][CH:33]=4)[CH2:28][CH2:27]3)=[CH:22][CH:21]=2)[C:15]1=[O:16])[CH3:13].[C:1]([OH:9])(=[O:8])[CH:2]([CH2:4][C:5]([OH:7])=[O:6])[OH:3].[CH2:109]([C:108]([OH:117])=[O:116])[C@H:111]([OH:112])[C:113]([OH:115])=[O:114], predict the reactants needed to synthesize it. The reactants are: [C:1]([OH:9])(=[O:8])[C@H:2]([CH2:4][C:5]([OH:7])=[O:6])[OH:3].[CH3:10][CH2:11][CH:12]([N:14]1[N:19]=[CH:18][N:17]([C:20]2[CH:25]=[CH:24][C:23]([N:26]3[CH2:31][CH2:30][N:29]([C:32]4[CH:37]=[CH:36][C:35]([O:38][CH2:39][C@@H:40]5[O:44][C@:43]([C:51]6[CH:56]=[CH:55][C:54]([Cl:57])=[CH:53][C:52]=6[Cl:58])([CH2:45][N:46]6[N:50]=[CH:49][N:48]=[CH:47]6)[O:42][CH2:41]5)=[CH:34][CH:33]=4)[CH2:28][CH2:27]3)=[CH:22][CH:21]=2)[C:15]1=[O:16])[CH3:13].CCC(N1N=CN(C2C=CC(N3CCN(C4C=CC(OC[C@@H]5O[C@](C6C=CC(Cl)=CC=6Cl)(CN6N=CN=C6)OC5)=CC=4)CC3)=CC=2)C1=O)C.[C:108]([OH:117])(=[O:116])[C@@H:109]([C@H:111]([C:113]([OH:115])=[O:114])[OH:112])O. (3) Given the product [O:27]=[C:18]1[N:17]([C:14]2[CH:15]=[CH:16][C:8]3[C:7]4[NH:30][N:31]=[C:1]([CH2:2][CH2:3][CH3:4])[C:6]=4[CH2:12][CH2:11][CH2:10][C:9]=3[CH:13]=2)[CH2:21][C@H:20]([CH2:22][NH:23][C:24](=[O:26])[CH3:25])[O:19]1, predict the reactants needed to synthesize it. The reactants are: [C:1]([CH:6]1[CH2:12][CH2:11][CH2:10][C:9]2[CH:13]=[C:14]([N:17]3[CH2:21][C@H:20]([CH2:22][NH:23][C:24](=[O:26])[CH3:25])[O:19][C:18]3=[O:27])[CH:15]=[CH:16][C:8]=2[C:7]1=O)(=O)[CH2:2][CH2:3][CH3:4].Cl.[NH2:30][NH2:31].C(=O)(O)[O-].[Na+]. (4) Given the product [CH3:28][O:27][C:22]1[CH:23]=[C:24]2[C:19](=[CH:20][CH:21]=1)[CH:18]=[C:17]([C:11]1[C:10]3[C:14](=[CH:15][CH:16]=[C:8]([C:6]4[N:7]=[C:37]([CH2:36][CH:33]5[CH2:32][CH2:31][N:30]([CH3:29])[CH2:35][CH2:34]5)[NH:39][N:40]=4)[CH:9]=3)[NH:13][N:12]=1)[CH:26]=[CH:25]2, predict the reactants needed to synthesize it. The reactants are: Cl.Cl.C(O[C:6]([C:8]1[CH:9]=[C:10]2[C:14](=[CH:15][CH:16]=1)[NH:13][N:12]=[C:11]2[C:17]1[CH:26]=[CH:25][C:24]2[C:19](=[CH:20][CH:21]=[C:22]([O:27][CH3:28])[CH:23]=2)[CH:18]=1)=[NH:7])C.[CH3:29][N:30]1[CH2:35][CH2:34][CH:33]([CH2:36][C:37]([NH:39][NH2:40])=O)[CH2:32][CH2:31]1.C(N(CC)CC)C. (5) Given the product [CH3:1][O:2][C:3]1[CH:4]=[C:5]([NH:9][CH:10]([C:26]2[CH:31]=[CH:30][CH:29]=[CH:28][CH:27]=2)[C:11]([C:13]2[C:21]3[C:16](=[CH:17][CH:18]=[C:19]([C:22]([OH:24])=[O:23])[CH:20]=3)[NH:15][CH:14]=2)=[O:12])[CH:6]=[CH:7][CH:8]=1, predict the reactants needed to synthesize it. The reactants are: [CH3:1][O:2][C:3]1[CH:4]=[C:5]([NH:9][CH:10]([C:26]2[CH:31]=[CH:30][CH:29]=[CH:28][CH:27]=2)[C:11]([C:13]2[C:21]3[C:16](=[CH:17][CH:18]=[C:19]([C:22]([O:24]C)=[O:23])[CH:20]=3)[NH:15][CH:14]=2)=[O:12])[CH:6]=[CH:7][CH:8]=1.[OH-].[Na+].